Dataset: Forward reaction prediction with 1.9M reactions from USPTO patents (1976-2016). Task: Predict the product of the given reaction. (1) Given the reactants [CH3:1][NH:2][S:3]([C:6]1[S:10][C:9]([NH:11][C:12]([N:14]([CH:22]2[CH2:27][CH2:26][CH2:25][CH2:24][CH2:23]2)[C@H:15]2[CH2:20][CH2:19][C@H:18]([CH3:21])[CH2:17][CH2:16]2)=[O:13])=[N:8][CH:7]=1)(=[O:5])=[O:4].[C:28](NC1SC(S(Cl)(=O)=O)=C(C)N=1)(=O)C.S(Cl)(Cl)(=O)=O, predict the reaction product. The product is: [CH3:1][NH:2][S:3]([C:6]1[S:10][C:9]([NH:11][C:12]([N:14]([CH:22]2[CH2:27][CH2:26][CH2:25][CH2:24][CH2:23]2)[C@H:15]2[CH2:20][CH2:19][C@H:18]([CH3:21])[CH2:17][CH2:16]2)=[O:13])=[N:8][C:7]=1[CH3:28])(=[O:4])=[O:5]. (2) Given the reactants [CH3:1][C:2]1[CH:7]=[CH:6][C:5]([CH3:8])=[CH:4][C:3]=1[NH:9][C:10]1[N:15]2[N:16]=[CH:17][C:18]([C:19]([O:21][CH2:22][CH3:23])=[O:20])=[C:14]2[N:13]=[CH:12][C:11]=1[C:24](O)=[O:25].Cl.[F:28][C:29]1[CH:30]=[C:31]([CH:36]2[CH2:41][CH2:40][NH:39][CH2:38][CH2:37]2)[CH:32]=[CH:33][C:34]=1[F:35], predict the reaction product. The product is: [F:28][C:29]1[CH:30]=[C:31]([CH:36]2[CH2:41][CH2:40][N:39]([C:24]([C:11]3[CH:12]=[N:13][C:14]4[N:15]([N:16]=[CH:17][C:18]=4[C:19]([O:21][CH2:22][CH3:23])=[O:20])[C:10]=3[NH:9][C:3]3[CH:4]=[C:5]([CH3:8])[CH:6]=[CH:7][C:2]=3[CH3:1])=[O:25])[CH2:38][CH2:37]2)[CH:32]=[CH:33][C:34]=1[F:35]. (3) Given the reactants [CH:1]1[CH:2]=[CH:3][C:4]([CH2:7][CH2:8][C@H:9]([OH:28])[CH2:10][CH2:11][C@@H:12]2[C@@H:16]([CH2:17]/[CH:18]=[CH:19]\[CH2:20][CH2:21][CH2:22][C:23]([OH:25])=[O:24])[C@@H:15]([OH:26])[CH2:14][C@H:13]2[OH:27])=[CH:5][CH:6]=1.C([O-])([O-])=O.[K+].[K+].I[CH:36]([CH3:38])[CH3:37].O, predict the reaction product. The product is: [CH3:37][CH:36]([O:24][C:23]([CH2:22][CH2:21][CH2:20]/[CH:19]=[CH:18]\[CH2:17][C@@H:16]1[C@@H:12]([CH2:11][CH2:10][C@@H:9]([OH:28])[CH2:8][CH2:7][C:4]2[CH:3]=[CH:2][CH:1]=[CH:6][CH:5]=2)[C@H:13]([OH:27])[CH2:14][C@@H:15]1[OH:26])=[O:25])[CH3:38]. (4) Given the reactants C([O:8][C:9]1[CH:22]=[C:21]2[C:12]([C@@H:13]3[C@@H:18]([CH2:19][CH2:20]2)[C@@H:17]([CH2:23][CH2:24][CH:25]([CH3:27])[CH3:26])[CH2:16][C:15](=[O:28])[CH2:14]3)=[CH:11][CH:10]=1)C1C=CC=CC=1.C1COCC1, predict the reaction product. The product is: [OH:8][C:9]1[CH:22]=[C:21]2[C:12]([C@@H:13]3[C@@H:18]([CH2:19][CH2:20]2)[C@@H:17]([CH2:23][CH2:24][CH:25]([CH3:26])[CH3:27])[CH2:16][C:15](=[O:28])[CH2:14]3)=[CH:11][CH:10]=1. (5) Given the reactants [CH:1]1([C:4]2[CH:5]=[C:6]([CH:38]=[CH:39][CH:40]=2)[CH2:7][N:8]2[C@@H:16]3[C@H:11]([C@H:12]([CH2:19][C:20]4[CH:25]=[CH:24][C:23]([O:26]C)=[C:22](B5OC(C)(C)C(C)(C)O5)[CH:21]=4)[CH2:13][S:14](=[O:18])(=[O:17])[CH2:15]3)[O:10]C2=O)[CH2:3][CH2:2]1.[CH3:41][C:42]1[CH:43]=[C:44]([CH:47]=[CH:48][CH:49]=1)[CH2:45]Br, predict the reaction product. The product is: [CH:1]1([C:4]2[CH:5]=[C:6]([CH:38]=[CH:39][CH:40]=2)[CH2:7][NH:8][C@@H:16]2[C@@H:11]([OH:10])[C@H:12]([CH2:19][C:20]3[CH:25]=[CH:24][C:23]([OH:26])=[C:22]([CH2:41][C:42]4[CH:49]=[CH:48][CH:47]=[C:44]([CH3:45])[CH:43]=4)[CH:21]=3)[CH2:13][S:14](=[O:18])(=[O:17])[CH2:15]2)[CH2:2][CH2:3]1. (6) Given the reactants [CH3:1][C:2]([CH3:23])([O:4][C:5]([NH:7][C@@H:8]([C:12]12[CH2:21][CH:16]3[CH2:17][CH:18]([CH2:20][C:14]([OH:22])([CH2:15]3)[CH2:13]1)[CH2:19]2)[C:9](O)=[O:10])=[O:6])[CH3:3].CS(Cl)(=O)=O.C(N(C(C)C)CC)(C)C.Cl.[C@H:39]12[CH2:44][C@H:43]1[CH2:42][C@@H:41]([C:45]([NH2:47])=O)[NH:40]2.OC1C2N=NNC=2C=CC=1, predict the reaction product. The product is: [C:45]([C@@H:41]1[CH2:42][C@H:43]2[C@H:39]([CH2:44]2)[N:40]1[C:9](=[O:10])[C@H:8]([C:12]12[CH2:19][CH:18]3[CH2:17][CH:16]([CH2:15][C:14]([OH:22])([CH2:20]3)[CH2:13]1)[CH2:21]2)[NH:7][C:5]([O:4][C:2]([CH3:23])([CH3:1])[CH3:3])=[O:6])#[N:47]. (7) Given the reactants [CH2:1]([N:3]1[C:11]2[C:6](=[CH:7][CH:8]=[C:9]([O:12][CH3:13])[CH:10]=2)[C:5]([C:14]#[N:15])=[C:4]1C1C=CC(O)=CC=1)[CH3:2].Cl[C:24]([O:26][C:27]1[CH:32]=[CH:31][C:30]([N+]([O-])=O)=[CH:29][CH:28]=1)=[O:25].[CH:36]([NH:39][CH3:40])([CH3:38])[CH3:37].O, predict the reaction product. The product is: [C:14]([C:5]1[C:6]2[C:11](=[CH:10][C:9]([O:12][CH3:13])=[CH:8][CH:7]=2)[N:3]([CH2:1][CH3:2])[C:4]=1[C:30]1[CH:31]=[CH:32][C:27]([O:26][C:24](=[O:25])[N:39]([CH:36]([CH3:38])[CH3:37])[CH3:40])=[CH:28][CH:29]=1)#[N:15]. (8) Given the reactants Cl[C:2]1[CH:10]=[C:9]([C:11]2[CH:16]=[CH:15][CH:14]=[CH:13][C:12]=2[CH3:17])[C:5]([C:6]([NH2:8])=[O:7])=[CH:4][N:3]=1.[CH3:18][N:19]1[CH2:24][CH2:23][NH:22][CH2:21][CH2:20]1, predict the reaction product. The product is: [CH3:18][N:19]1[CH2:24][CH2:23][N:22]([C:2]2[CH:10]=[C:9]([C:11]3[CH:16]=[CH:15][CH:14]=[CH:13][C:12]=3[CH3:17])[C:5]([C:6]([NH2:8])=[O:7])=[CH:4][N:3]=2)[CH2:21][CH2:20]1. (9) Given the reactants [C:1]([O:5][C:6](=[O:31])[N:7]([CH2:9][CH2:10][O:11][C:12]1[CH:13]=[CH:14][CH:15]=[C:16]2[C:20]=1[NH:19][CH:18]=[C:17]2[S:21]([C:24]1[CH:29]=[CH:28][CH:27]=[CH:26][C:25]=1[F:30])(=[O:23])=[O:22])[CH3:8])([CH3:4])([CH3:3])[CH3:2].[H-].[Na+].[CH3:34]I, predict the reaction product. The product is: [C:1]([O:5][C:6](=[O:31])[N:7]([CH2:9][CH2:10][O:11][C:12]1[CH:13]=[CH:14][CH:15]=[C:16]2[C:20]=1[N:19]([CH3:34])[CH:18]=[C:17]2[S:21]([C:24]1[CH:29]=[CH:28][CH:27]=[CH:26][C:25]=1[F:30])(=[O:23])=[O:22])[CH3:8])([CH3:4])([CH3:2])[CH3:3].